This data is from Forward reaction prediction with 1.9M reactions from USPTO patents (1976-2016). The task is: Predict the product of the given reaction. (1) The product is: [C:1]([NH:5][C:6]([C:8]1[C:9]2[CH2:10][C@H:11]3[CH2:23][C@H:12]3[C:13]=2[N:14]([C:16]2[CH:21]=[C:20]([Cl:24])[CH:19]=[CH:18][N:17]=2)[N:15]=1)=[O:7])([CH3:4])([CH3:3])[CH3:2]. Given the reactants [C:1]([NH:5][C:6]([C:8]1[C:9]2[CH2:10][C@H:11]3[CH2:23][C@H:12]3[C:13]=2[N:14]([C:16]2[CH:21]=[C:20](Br)[CH:19]=[CH:18][N:17]=2)[N:15]=1)=[O:7])([CH3:4])([CH3:3])[CH3:2].[Cl-:24].[Li+], predict the reaction product. (2) Given the reactants [C:1]([O:5][C:6]([N:8]1[CH2:13][CH2:12][C:11](=O)[CH2:10][CH2:9]1)=[O:7])([CH3:4])([CH3:3])[CH3:2].[NH2:15][C:16]1[CH:21]=[CH:20][CH:19]=[CH:18][CH:17]=1.C(O[BH-](OC(=O)C)OC(=O)C)(=O)C.[Na+].[OH-].[Na+], predict the reaction product. The product is: [C:1]([O:5][C:6]([N:8]1[CH2:13][CH2:12][CH:11]([NH:15][C:16]2[CH:21]=[CH:20][CH:19]=[CH:18][CH:17]=2)[CH2:10][CH2:9]1)=[O:7])([CH3:4])([CH3:3])[CH3:2]. (3) Given the reactants [CH3:1][O:2][C:3]([C:5]1[CH:9]=[C:8](Br)[S:7][CH:6]=1)=[O:4].C(OC([N:18]1[CH:22]=[C:21](B2OC(C)(C)C(C)(C)O2)[CH:20]=[N:19]1)=O)(C)(C)C.C(=O)([O-])[O-].[Cs+].[Cs+], predict the reaction product. The product is: [CH3:1][O:2][C:3]([C:5]1[CH:9]=[C:8]([C:21]2[CH:22]=[N:18][NH:19][CH:20]=2)[S:7][CH:6]=1)=[O:4]. (4) Given the reactants [N:1]1[CH:6]=[CH:5][CH:4]=[CH:3][C:2]=1[S:7][C:8]1[CH:13]=[CH:12][N:11]=[C:10]([NH:14][C:15]2[CH:20]=[CH:19][CH:18]=[C:17]([NH2:21])[CH:16]=2)[N:9]=1.[C:22](O)(=[O:25])[CH:23]=[CH2:24], predict the reaction product. The product is: [N:1]1[CH:6]=[CH:5][CH:4]=[CH:3][C:2]=1[S:7][C:8]1[CH:13]=[CH:12][N:11]=[C:10]([NH:14][C:15]2[CH:16]=[C:17]([NH:21][C:22](=[O:25])[CH:23]=[CH2:24])[CH:18]=[CH:19][CH:20]=2)[N:9]=1. (5) Given the reactants [CH3:1][Si:2]([CH3:19])([CH3:18])[CH2:3][CH2:4][O:5][CH2:6][N:7]1[C:11]2=[CH:12][N:13]=[CH:14][C:15]([CH2:16][NH2:17])=[C:10]2[CH:9]=[CH:8]1.[C:20](O[C:20]([O:22][C:23]([CH3:26])([CH3:25])[CH3:24])=[O:21])([O:22][C:23]([CH3:26])([CH3:25])[CH3:24])=[O:21], predict the reaction product. The product is: [CH3:1][Si:2]([CH3:19])([CH3:18])[CH2:3][CH2:4][O:5][CH2:6][N:7]1[C:11]2=[CH:12][N:13]=[CH:14][C:15]([CH2:16][NH:17][C:20](=[O:21])[O:22][C:23]([CH3:26])([CH3:25])[CH3:24])=[C:10]2[CH:9]=[CH:8]1. (6) The product is: [Cl:1][C:2]1[CH:7]=[CH:6][C:5]([C:8]2[N:12]=[C:11]([CH2:13][OH:14])[S:10][N:9]=2)=[C:4]([O:18][CH3:19])[CH:3]=1. Given the reactants [Cl:1][C:2]1[CH:7]=[CH:6][C:5]([C:8]2[N:12]=[C:11]([C:13](OCC)=[O:14])[S:10][N:9]=2)=[C:4]([O:18][CH3:19])[CH:3]=1.[BH4-].[Na+], predict the reaction product. (7) Given the reactants [CH:1]1([CH:7]([NH:24][C:25]2[CH:30]=[CH:29][C:28]([C:31]([N:33]([CH3:41])[CH2:34][CH2:35][C:36]([O:38]CC)=[O:37])=[O:32])=[CH:27][CH:26]=2)[C:8]2[O:9][C:10]3[CH:22]=[CH:21][C:20]([F:23])=[CH:19][C:11]=3[C:12]=2[CH2:13][O:14][CH2:15][CH2:16][O:17][CH3:18])[CH2:6][CH2:5][CH2:4][CH2:3][CH2:2]1.O1CCCC1.[OH-].[Na+], predict the reaction product. The product is: [CH:1]1([CH:7]([NH:24][C:25]2[CH:26]=[CH:27][C:28]([C:31]([N:33]([CH3:41])[CH2:34][CH2:35][C:36]([OH:38])=[O:37])=[O:32])=[CH:29][CH:30]=2)[C:8]2[O:9][C:10]3[CH:22]=[CH:21][C:20]([F:23])=[CH:19][C:11]=3[C:12]=2[CH2:13][O:14][CH2:15][CH2:16][O:17][CH3:18])[CH2:2][CH2:3][CH2:4][CH2:5][CH2:6]1.